This data is from Ames mutagenicity test results for genotoxicity prediction. The task is: Regression/Classification. Given a drug SMILES string, predict its toxicity properties. Task type varies by dataset: regression for continuous values (e.g., LD50, hERG inhibition percentage) or binary classification for toxic/non-toxic outcomes (e.g., AMES mutagenicity, cardiotoxicity, hepatotoxicity). Dataset: ames. (1) The compound is CC(=O)NO. The result is 1 (mutagenic). (2) The compound is CC1(C)C[C@@H](N=C=O)C[C@](C)(CN=C=O)C1. The result is 0 (non-mutagenic). (3) The molecule is CCN(CC)C(=S)SC1OC(CO)C(O)C(O)C1O. The result is 0 (non-mutagenic). (4) The compound is CC1CC2c3cc(Br)cc4c3c(cn4CC3CC3)CC2N(C)C1. The result is 0 (non-mutagenic). (5) The drug is CCC(CCC(C)O)COC(=O)c1ccccc1C(=O)O. The result is 0 (non-mutagenic). (6) The molecule is CCCCCCCCCCCCCCCCC1CO1. The result is 0 (non-mutagenic). (7) The drug is O=C(O)/C=C/Cl. The result is 1 (mutagenic). (8) The molecule is COC(=O)c1cc2c(c3c1c([N+](=O)[O-])cc1c(OC)cccc13)OCO2. The result is 1 (mutagenic). (9) The drug is CNc1ccc(N=Nc2ccc(NC)cc2)cc1. The result is 0 (non-mutagenic).